The task is: Predict which catalyst facilitates the given reaction.. This data is from Catalyst prediction with 721,799 reactions and 888 catalyst types from USPTO. (1) Reactant: Cl[CH2:2][C:3]([NH:5][CH2:6][C@H:7]([OH:25])[C@@H:8]([O:15][C:16]1[CH:21]=[CH:20][C:19]([Cl:22])=[CH:18][C:17]=1[O:23][CH3:24])[C:9]1[CH:14]=[CH:13][CH:12]=[CH:11][CH:10]=1)=[O:4].CC(C)([O-])C.[K+].Cl. Product: [Cl:22][C:19]1[CH:20]=[CH:21][C:16]([O:15][C@@H:8]([C:9]2[CH:14]=[CH:13][CH:12]=[CH:11][CH:10]=2)[C@@H:7]2[CH2:6][NH:5][C:3](=[O:4])[CH2:2][O:25]2)=[C:17]([O:23][CH3:24])[CH:18]=1. The catalyst class is: 32. (2) Reactant: [C:1]([C:5]1[CH:9]=[C:8]([NH:10][C:11]([NH:13][C:14]2[C:23]3[C:18](=[CH:19][CH:20]=[CH:21][CH:22]=3)[C:17]([O:24][C:25]3[CH:30]=[CH:29][N:28]=[C:27](Cl)[N:26]=3)=[CH:16][CH:15]=2)=[O:12])[N:7]([C:32]2[CH:37]=[CH:36][C:35]([P:38]([CH3:41])([CH3:40])=[O:39])=[CH:34][CH:33]=2)[N:6]=1)([CH3:4])([CH3:3])[CH3:2].[NH2:42][C:43]1[CH:48]=[CH:47][C:46]([P:49](=[O:52])([CH3:51])[CH3:50])=[CH:45][CH:44]=1. Product: [C:1]([C:5]1[CH:9]=[C:8]([NH:10][C:11]([NH:13][C:14]2[C:23]3[C:18](=[CH:19][CH:20]=[CH:21][CH:22]=3)[C:17]([O:24][C:25]3[CH:30]=[CH:29][N:28]=[C:27]([NH:42][C:43]4[CH:44]=[CH:45][C:46]([P:49]([CH3:51])([CH3:50])=[O:52])=[CH:47][CH:48]=4)[N:26]=3)=[CH:16][CH:15]=2)=[O:12])[N:7]([C:32]2[CH:37]=[CH:36][C:35]([P:38]([CH3:41])([CH3:40])=[O:39])=[CH:34][CH:33]=2)[N:6]=1)([CH3:4])([CH3:3])[CH3:2]. The catalyst class is: 118. (3) Reactant: [CH3:1][C:2]1[CH:11]=[CH:10][C:9]2[C:8]([NH:12][C:13]3[CH:18]=[CH:17][CH:16]=[C:15]([C:19]#[C:20][Si](C)(C)C)[CH:14]=3)=[N:7][CH:6]=[CH:5][C:4]=2[C:3]=1[NH:25][C:26]1[C:31]([C:32]2[CH:37]=[CH:36][N:35]=[CH:34][N:33]=2)=[CH:30][CH:29]=[CH:28][N:27]=1.C(=O)([O-])[O-].[K+].[K+]. Product: [C:19]([C:15]1[CH:14]=[C:13]([NH:12][C:8]2[C:9]3[CH:10]=[CH:11][C:2]([CH3:1])=[C:3]([NH:25][C:26]4[C:31]([C:32]5[CH:37]=[CH:36][N:35]=[CH:34][N:33]=5)=[CH:30][CH:29]=[CH:28][N:27]=4)[C:4]=3[CH:5]=[CH:6][N:7]=2)[CH:18]=[CH:17][CH:16]=1)#[CH:20]. The catalyst class is: 24. (4) Reactant: [CH2:1]([C:3]1[N:4]=[C:5]([C@@H:8]([NH2:19])[CH2:9][C:10]2[CH:15]=[CH:14][C:13]([N+:16]([O-:18])=[O:17])=[CH:12][CH:11]=2)[O:6][CH:7]=1)[CH3:2].[C:20]1([CH2:26][C:27](O)=[O:28])[CH:25]=[CH:24][CH:23]=[CH:22][CH:21]=1.ON1C2C=CC=CC=2N=N1.CN(C)CCCN=C=NCC.C(N(CC)CC)C. Product: [CH2:1]([C:3]1[N:4]=[C:5]([CH:8]([NH:19][C:27](=[O:28])[CH2:26][C:20]2[CH:25]=[CH:24][CH:23]=[CH:22][CH:21]=2)[CH2:9][C:10]2[CH:15]=[CH:14][C:13]([N+:16]([O-:18])=[O:17])=[CH:12][CH:11]=2)[O:6][CH:7]=1)[CH3:2]. The catalyst class is: 18.